This data is from Full USPTO retrosynthesis dataset with 1.9M reactions from patents (1976-2016). The task is: Predict the reactants needed to synthesize the given product. (1) Given the product [C:1]([O:5][C:6](=[O:29])[C@@H:7]([CH2:19][C@H:20]([CH3:28])[C:21]([O:23][C:24]([CH3:27])([CH3:26])[CH3:25])=[O:22])[NH2:8])([CH3:3])([CH3:4])[CH3:2], predict the reactants needed to synthesize it. The reactants are: [C:1]([O:5][C:6](=[O:29])[C@@H:7]([CH2:19][C@H:20]([CH3:28])[C:21]([O:23][C:24]([CH3:27])([CH3:26])[CH3:25])=[O:22])[NH:8]C(OCC1C=CC=CC=1)=O)([CH3:4])([CH3:3])[CH3:2]. (2) Given the product [C:5]([O:9][C:10](=[O:42])[NH:11][CH2:12][C@H:13]1[CH2:14][CH2:15][C@H:16]([NH:19][C:20]([C:22]2[C:30]3[N:29]4[CH:31]=[N:32][N:33]=[C:28]4[CH:27]=[N:26][C:25]=3[NH:24][CH:23]=2)=[O:21])[CH2:17][CH2:18]1)([CH3:8])([CH3:6])[CH3:7], predict the reactants needed to synthesize it. The reactants are: C(N)CN.[C:5]([O:9][C:10](=[O:42])[NH:11][CH2:12][C@H:13]1[CH2:18][CH2:17][C@H:16]([NH:19][C:20]([C:22]2[C:30]3[N:29]4[CH:31]=[N:32][N:33]=[C:28]4[CH:27]=[N:26][C:25]=3[N:24](COCC[Si](C)(C)C)[CH:23]=2)=[O:21])[CH2:15][CH2:14]1)([CH3:8])([CH3:7])[CH3:6].CCCC[N+](CCCC)(CCCC)CCCC.[F-]. (3) Given the product [CH3:36][C:2]([CH3:1])([CH3:35])[CH2:3][CH2:4][C:5]1([NH:44][C:43](=[O:37])[CH3:42])[C:14]2[C:9](=[CH:10][CH:11]=[CH:12][CH:13]=2)[C:8]([OH:15])=[C:7]([C:16]2[NH:21][C:20]3[CH:22]=[CH:23][C:24]([NH:26][S:27]([CH3:30])(=[O:28])=[O:29])=[CH:25][C:19]=3[S:18](=[O:32])(=[O:31])[N:17]=2)[C:6]1=[O:33], predict the reactants needed to synthesize it. The reactants are: [CH3:1][C:2]([CH3:36])([CH3:35])[CH2:3][CH2:4][C:5]1(O)[C:14]2[C:9](=[CH:10][CH:11]=[CH:12][CH:13]=2)[C:8]([OH:15])=[C:7]([C:16]2[NH:21][C:20]3[CH:22]=[CH:23][C:24]([NH:26][S:27]([CH3:30])(=[O:29])=[O:28])=[CH:25][C:19]=3[S:18](=[O:32])(=[O:31])[N:17]=2)[C:6]1=[O:33].[OH:37]S(O)(=O)=O.[CH3:42][C:43]#[N:44]. (4) Given the product [CH3:19][O:20][C:21]1[CH:26]=[CH:25][CH:24]=[CH:23][C:22]=1[CH2:27][C:28]([NH:1][N:2]1[N:11]=[C:10]([N:12]2[CH2:17][CH2:16][O:15][CH2:14][CH2:13]2)[C:9]2[C:4](=[CH:5][CH:6]=[CH:7][CH:8]=2)[C:3]1=[O:18])=[O:29], predict the reactants needed to synthesize it. The reactants are: [NH2:1][N:2]1[N:11]=[C:10]([N:12]2[CH2:17][CH2:16][O:15][CH2:14][CH2:13]2)[C:9]2[C:4](=[CH:5][CH:6]=[CH:7][CH:8]=2)[C:3]1=[O:18].[CH3:19][O:20][C:21]1[CH:26]=[CH:25][CH:24]=[CH:23][C:22]=1[CH2:27][C:28](O)=[O:29].